From a dataset of Reaction yield outcomes from USPTO patents with 853,638 reactions. Predict the reaction yield, written as a fraction of the theoretical maximum amount of product (1.0 means a 100% yield; for example, 0.34 means a 34% yield). (1) The reactants are Br[CH2:2][CH2:3][N:4]1[C:8]2[CH:9]=[CH:10][CH:11]=[CH:12][C:7]=2[N:6]([C:13]2[CH:18]=[CH:17][CH:16]=[CH:15][CH:14]=2)[S:5]1(=[O:20])=[O:19].[CH3:21][C@H:22]1[CH2:27][NH:26][CH2:25][C@@H:24]([CH3:28])[NH:23]1. The catalyst is C(O)C. The product is [CH3:21][C@H:22]1[NH:23][C@@H:24]([CH3:28])[CH2:25][N:26]([CH2:2][CH2:3][N:4]2[C:8]3[CH:9]=[CH:10][CH:11]=[CH:12][C:7]=3[N:6]([C:13]3[CH:18]=[CH:17][CH:16]=[CH:15][CH:14]=3)[S:5]2(=[O:20])=[O:19])[CH2:27]1. The yield is 0.700. (2) The catalyst is C(Cl)Cl. The yield is 0.320. The reactants are [O:1]1[C:5]2([CH2:10][CH2:9][CH:8]([OH:11])[CH2:7][CH2:6]2)[O:4][CH2:3][CH2:2]1.[C:12]1(O)[CH:17]=[CH:16][CH:15]=[CH:14][CH:13]=1.C1(P(C2C=CC=CC=2)C2C=CC=CC=2)C=CC=CC=1.N(C(OC(C)C)=O)=NC(OC(C)C)=O. The product is [O:11]([CH:8]1[CH2:9][CH2:10][C:5]2([O:4][CH2:3][CH2:2][O:1]2)[CH2:6][CH2:7]1)[C:12]1[CH:17]=[CH:16][CH:15]=[CH:14][CH:13]=1. (3) The reactants are [OH:1][C:2]1[CH:11]=[CH:10][C:5]2[O:6][CH2:7][C:8](=[O:9])[C:4]=2[CH:3]=1.C([O-])([O-])=O.[K+].[K+].[CH2:18]([O:20][C:21](=[O:24])[CH2:22]Br)[CH3:19].CCCCCC. The catalyst is O1CCCC1.C(OCC)(=O)C. The product is [CH2:18]([O:20][C:21]([CH2:22][O:1][C:2]1[CH:11]=[CH:10][C:5]2[O:6][CH2:7][C:8](=[O:9])[C:4]=2[CH:3]=1)=[O:24])[CH3:19]. The yield is 0.980. (4) The reactants are [OH:1][CH2:2][CH2:3][O:4][CH2:5][CH2:6][O:7][CH2:8][CH2:9][O:10][CH2:11][CH2:12][C:13]([O:15][C:16]([CH3:19])([CH3:18])[CH3:17])=[O:14].[C:20]1(C)[C:21]([S:26](Cl)(=[O:28])=[O:27])=[CH:22][CH:23]=[CH:24][CH:25]=1.N1C=CC=C[CH:32]=1. No catalyst specified. The product is [S:26]([O:1][CH2:2][CH2:3][O:4][CH2:5][CH2:6][O:7][CH2:8][CH2:9][O:10][CH2:11][CH2:12][C:13]([O:15][C:16]([CH3:19])([CH3:18])[CH3:17])=[O:14])([C:21]1[CH:20]=[CH:25][C:24]([CH3:32])=[CH:23][CH:22]=1)(=[O:27])=[O:28]. The yield is 0.900. (5) The reactants are C(OC([N:8]1[C:16]2[C:11](=[CH:12][CH:13]=[C:14]([CH2:17][O:18][C:19]3[CH:24]=[CH:23][C:22]([C:25]4[CH:30]=[C:29]([F:31])[C:28]([F:32])=[CH:27][C:26]=4[O:33][CH3:34])=[CH:21][CH:20]=3)[CH:15]=2)[CH:10]=[CH:9]1)=O)(C)(C)C. The catalyst is CO. The product is [F:32][C:28]1[C:29]([F:31])=[CH:30][C:25]([C:22]2[CH:23]=[CH:24][C:19]([O:18][CH2:17][C:14]3[CH:15]=[C:16]4[C:11]([CH:10]=[CH:9][NH:8]4)=[CH:12][CH:13]=3)=[CH:20][CH:21]=2)=[C:26]([O:33][CH3:34])[CH:27]=1. The yield is 0.990. (6) The catalyst is O1CCOCC1.O. The product is [C:1]([O:4][CH2:5][C:6]([CH3:58])([CH3:57])[C@H:7]([NH:49][C:50]([O:52][CH3:53])=[O:51])[C:8](=[O:48])[NH:9][C@@H:10]([CH2:41][C:42]1[CH:47]=[CH:46][CH:45]=[CH:44][CH:43]=1)[C@@H:11]([OH:40])[CH2:12][C@H:13]([CH2:27][C:28]1[CH:29]=[CH:30][C:31]([C:34]2[CH:39]=[CH:38][CH:37]=[CH:36][N:35]=2)=[CH:32][CH:33]=1)[NH:14][C:15](=[O:26])[C@H:16]([C:22]([CH3:24])([CH3:23])[CH3:25])[NH:17][C:18](=[O:21])[O:19][CH3:20])(=[O:3])[CH3:2]. The reactants are [C:1]([O:4][CH2:5][C:6]([CH3:58])([CH3:57])[C@H:7]([NH:49][C:50]([O:52][C:53](C)(C)C)=[O:51])[C:8](=[O:48])[NH:9][C@@H:10]([CH2:41][C:42]1[CH:47]=[CH:46][CH:45]=[CH:44][CH:43]=1)[C@@H:11]([OH:40])[CH2:12][C@H:13]([CH2:27][C:28]1[CH:33]=[CH:32][C:31]([C:34]2[CH:39]=[CH:38][CH:37]=[CH:36][N:35]=2)=[CH:30][CH:29]=1)[NH:14][C:15](=[O:26])[C@H:16]([C:22]([CH3:25])([CH3:24])[CH3:23])[NH:17][C:18](=[O:21])[O:19][CH3:20])(=[O:3])[CH3:2].Cl.C(N(C(C)C)CC)(C)C.ClC(OC)=O. The yield is 0.670. (7) The yield is 0.840. The reactants are Cl.Cl.[O:3]1[C:7]2[CH:8]=[CH:9][CH:10]=[C:11]([CH:12]3[CH2:17][CH2:16][N:15]([CH2:18][CH2:19][C@H:20]4[CH2:25][CH2:24][C@H:23]([NH2:26])[CH2:22][CH2:21]4)[CH2:14][CH2:13]3)[C:6]=2[CH2:5][CH2:4]1.C(N(CC)C(C)C)(C)C.[F:36][C:37]([F:48])([F:47])[C:38](O[C:38](=[O:39])[C:37]([F:48])([F:47])[F:36])=[O:39]. The catalyst is ClCCl. The product is [O:3]1[C:7]2[CH:8]=[CH:9][CH:10]=[C:11]([CH:12]3[CH2:17][CH2:16][N:15]([CH2:18][CH2:19][C@H:20]4[CH2:21][CH2:22][C@H:23]([NH:26][C:38](=[O:39])[C:37]([F:48])([F:47])[F:36])[CH2:24][CH2:25]4)[CH2:14][CH2:13]3)[C:6]=2[CH2:5][CH2:4]1.